This data is from Full USPTO retrosynthesis dataset with 1.9M reactions from patents (1976-2016). The task is: Predict the reactants needed to synthesize the given product. (1) The reactants are: [CH3:1][C:2]1[CH:11]=[C:10]([C:12]([O:14][CH3:15])=[O:13])[C:9]([N+:16]([O-])=O)=[CH:8][C:3]=1[C:4]([O:6][CH3:7])=[O:5]. Given the product [NH2:16][C:9]1[CH:8]=[C:3]([C:4]([O:6][CH3:7])=[O:5])[C:2]([CH3:1])=[CH:11][C:10]=1[C:12]([O:14][CH3:15])=[O:13], predict the reactants needed to synthesize it. (2) Given the product [CH3:1][O:2][C:3]1[CH:4]=[CH:5][C:6]([CH2:9][C:10]([O:12][CH2:28][C:27]([C:24]2[CH:25]=[CH:26][C:21]([O:20][CH2:13][C:14]3[CH:19]=[CH:18][CH:17]=[CH:16][CH:15]=3)=[CH:22][CH:23]=2)=[O:36])=[O:11])=[CH:7][CH:8]=1, predict the reactants needed to synthesize it. The reactants are: [CH3:1][O:2][C:3]1[CH:8]=[CH:7][C:6]([CH2:9][C:10]([OH:12])=[O:11])=[CH:5][CH:4]=1.[CH2:13]([O:20][C:21]1[CH:26]=[CH:25][C:24]([C:27](=[O:36])[CH2:28]CC2C=CC=CC=2)=[CH:23][CH:22]=1)[C:14]1[CH:19]=[CH:18][CH:17]=[CH:16][CH:15]=1. (3) The reactants are: C([N-][CH:5]([CH3:7])[CH3:6])(C)C.[Li+].[C:9]([O:14][CH2:15][CH3:16])(=[O:13])[CH:10]([CH3:12])[CH3:11].Br[CH2:18][CH2:19][CH2:20][CH2:21][CH2:22][CH2:23][CH2:24][CH2:25][CH2:26][CH2:27][CH2:28]Br.CN1[C:36](=[O:37])N(C)CCC1.C1C[O:42][CH2:41][CH2:40]1. Given the product [CH2:41]([O:42][C:36](=[O:37])[C:5]([CH3:6])([CH3:7])[CH2:18][CH2:19][CH2:20][CH2:21][CH2:22][CH2:23][CH2:24][CH2:25][CH2:26][CH2:27][CH2:28][C:10]([CH3:12])([CH3:11])[C:9]([O:14][CH2:15][CH3:16])=[O:13])[CH3:40], predict the reactants needed to synthesize it. (4) Given the product [Cl:9][C:10]1[C:15]([F:16])=[C:14]([C:1]([OH:20])([CH3:3])[CH3:2])[CH:13]=[CH:12][N:11]=1, predict the reactants needed to synthesize it. The reactants are: [CH:1]([N-]C(C)C)([CH3:3])[CH3:2].[Li+].[Cl:9][C:10]1[C:15]([F:16])=[CH:14][CH:13]=[CH:12][N:11]=1.C1C[O:20]CC1. (5) Given the product [C:30]([O:29][C:27]([N:24]1[CH2:25][CH2:26][CH:21]([NH:20][C:4]2[CH:5]=[CH:6][C:7]([C:8](=[O:9])[C:10]3[CH:15]=[C:14]([F:16])[CH:13]=[CH:12][C:11]=3[O:17][CH3:18])=[C:2]([NH2:1])[N:3]=2)[CH2:22][CH2:23]1)=[O:28])([CH3:33])([CH3:31])[CH3:32], predict the reactants needed to synthesize it. The reactants are: [NH2:1][C:2]1[C:7]([C:8]([C:10]2[CH:15]=[C:14]([F:16])[CH:13]=[CH:12][C:11]=2[O:17][CH3:18])=[O:9])=[CH:6][CH:5]=[C:4](Cl)[N:3]=1.[NH2:20][CH:21]1[CH2:26][CH2:25][N:24]([C:27]([O:29][C:30]([CH3:33])([CH3:32])[CH3:31])=[O:28])[CH2:23][CH2:22]1. (6) Given the product [F:29][CH2:16][CH:11]1[C:10]2[C:15]3=[C:6]([CH2:5][N:4]([C:22]([O:24][C:25]([CH3:26])([CH3:28])[CH3:27])=[O:23])[CH2:3][CH:2]([CH3:1])[N:14]3[CH2:13][CH2:12]1)[CH:7]=[CH:8][CH:9]=2, predict the reactants needed to synthesize it. The reactants are: [CH3:1][CH:2]1[N:14]2[C:15]3[C:10]([CH:11]([CH2:16]OS(C)(=O)=O)[CH2:12][CH2:13]2)=[CH:9][CH:8]=[CH:7][C:6]=3[CH2:5][N:4]([C:22]([O:24][C:25]([CH3:28])([CH3:27])[CH3:26])=[O:23])[CH2:3]1.[F-:29].[Cs+].C(=O)(O)[O-].[Na+].